Regression. Given two drug SMILES strings and cell line genomic features, predict the synergy score measuring deviation from expected non-interaction effect. From a dataset of NCI-60 drug combinations with 297,098 pairs across 59 cell lines. (1) Drug 1: CC12CCC(CC1=CCC3C2CCC4(C3CC=C4C5=CN=CC=C5)C)O. Drug 2: COCCOC1=C(C=C2C(=C1)C(=NC=N2)NC3=CC=CC(=C3)C#C)OCCOC.Cl. Synergy scores: CSS=27.3, Synergy_ZIP=3.63, Synergy_Bliss=6.90, Synergy_Loewe=-5.63, Synergy_HSA=7.12. Cell line: ACHN. (2) Drug 1: C1CN(P(=O)(OC1)NCCCl)CCCl. Drug 2: COCCOC1=C(C=C2C(=C1)C(=NC=N2)NC3=CC=CC(=C3)C#C)OCCOC.Cl. Cell line: OVCAR-4. Synergy scores: CSS=1.03, Synergy_ZIP=-1.74, Synergy_Bliss=-1.85, Synergy_Loewe=-0.108, Synergy_HSA=-0.0204. (3) Drug 1: C1=CN(C=N1)CC(O)(P(=O)(O)O)P(=O)(O)O. Drug 2: CCN(CC)CCCC(C)NC1=C2C=C(C=CC2=NC3=C1C=CC(=C3)Cl)OC. Cell line: IGROV1. Synergy scores: CSS=3.35, Synergy_ZIP=-0.183, Synergy_Bliss=3.57, Synergy_Loewe=0.526, Synergy_HSA=0.0923. (4) Drug 1: C1=CN(C(=O)N=C1N)C2C(C(C(O2)CO)O)O.Cl. Drug 2: CC1=C(C(=O)C2=C(C1=O)N3CC4C(C3(C2COC(=O)N)OC)N4)N. Cell line: SF-268. Synergy scores: CSS=27.7, Synergy_ZIP=-7.72, Synergy_Bliss=-2.52, Synergy_Loewe=-6.13, Synergy_HSA=-1.97.